Dataset: Forward reaction prediction with 1.9M reactions from USPTO patents (1976-2016). Task: Predict the product of the given reaction. (1) Given the reactants [C:1]([C:3]1[C:4]([N:16]2[CH2:19][CH:18]([C:20](O)=[O:21])[CH2:17]2)=[N:5][C:6]([O:14][CH3:15])=[C:7]([C:9]([O:11][CH2:12][CH3:13])=[O:10])[CH:8]=1)#[N:2].[F:23][C:24]1[CH:29]=[CH:28][CH:27]=[CH:26][C:25]=1[CH2:30][S:31]([NH2:34])(=[O:33])=[O:32], predict the reaction product. The product is: [CH2:12]([O:11][C:9](=[O:10])[C:7]1[CH:8]=[C:3]([C:1]#[N:2])[C:4]([N:16]2[CH2:19][CH:18]([C:20](=[O:21])[NH:34][S:31]([CH2:30][C:25]3[CH:26]=[CH:27][CH:28]=[CH:29][C:24]=3[F:23])(=[O:33])=[O:32])[CH2:17]2)=[N:5][C:6]=1[O:14][CH3:15])[CH3:13]. (2) Given the reactants [F:1][C:2]1[CH:7]=[CH:6][C:5]([S:8](Cl)(=[O:10])=[O:9])=[CH:4][CH:3]=1.N1C=CC=CC=1.[F:18][C:19]1[CH:25]=[CH:24][C:22]([NH2:23])=[CH:21][CH:20]=1, predict the reaction product. The product is: [F:1][C:2]1[CH:7]=[CH:6][C:5]([S:8]([NH:23][C:22]2[CH:24]=[CH:25][C:19]([F:18])=[CH:20][CH:21]=2)(=[O:10])=[O:9])=[CH:4][CH:3]=1. (3) The product is: [CH:14]1([CH2:17][NH:18][CH2:12][C:5]2[C:6]([C:8]([F:11])([F:10])[F:9])=[N:7][C:2]([NH2:1])=[N:3][CH:4]=2)[CH2:16][CH2:15]1. Given the reactants [NH2:1][C:2]1[N:7]=[C:6]([C:8]([F:11])([F:10])[F:9])[C:5]([CH:12]=O)=[CH:4][N:3]=1.[CH:14]1([CH2:17][NH2:18])[CH2:16][CH2:15]1.C(O)(=O)C.C(O[BH-](OC(=O)C)OC(=O)C)(=O)C.[Na+], predict the reaction product.